Dataset: NCI-60 drug combinations with 297,098 pairs across 59 cell lines. Task: Regression. Given two drug SMILES strings and cell line genomic features, predict the synergy score measuring deviation from expected non-interaction effect. (1) Drug 1: C1CN1C2=NC(=NC(=N2)N3CC3)N4CC4. Drug 2: C1=CC(=CC=C1CCCC(=O)O)N(CCCl)CCCl. Cell line: HCC-2998. Synergy scores: CSS=30.9, Synergy_ZIP=-6.74, Synergy_Bliss=-7.81, Synergy_Loewe=-1.39, Synergy_HSA=-0.440. (2) Drug 1: CC1C(C(CC(O1)OC2CC(CC3=C2C(=C4C(=C3O)C(=O)C5=C(C4=O)C(=CC=C5)OC)O)(C(=O)C)O)N)O.Cl. Drug 2: C1CN1P(=S)(N2CC2)N3CC3. Cell line: 786-0. Synergy scores: CSS=17.5, Synergy_ZIP=-2.84, Synergy_Bliss=-3.42, Synergy_Loewe=-11.6, Synergy_HSA=-2.63. (3) Drug 1: C1C(C(OC1N2C=C(C(=O)NC2=O)F)CO)O. Drug 2: C1CNP(=O)(OC1)N(CCCl)CCCl. Cell line: U251. Synergy scores: CSS=34.3, Synergy_ZIP=-10.7, Synergy_Bliss=-2.75, Synergy_Loewe=-16.8, Synergy_HSA=-0.201.